From a dataset of Reaction yield outcomes from USPTO patents with 853,638 reactions. Predict the reaction yield, written as a fraction of the theoretical maximum amount of product (1.0 means a 100% yield; for example, 0.34 means a 34% yield). (1) The reactants are [CH3:1][O:2][CH2:3][CH:4]([NH:6][C:7]([C:9]1[CH:10]=[C:11]([C:18]2[CH:23]=[CH:22][C:21]([CH3:24])=[CH:20][CH:19]=2)[CH:12]=[C:13]([N:15]=[N+:16]=[N-:17])[CH:14]=1)=[O:8])[CH3:5].[C:25]([Si](C)(C)C)#[CH:26]. The catalyst is CN(C=O)C. The product is [CH3:1][O:2][CH2:3][CH:4]([NH:6][C:7]([C:9]1[CH:10]=[C:11]([C:18]2[CH:19]=[CH:20][C:21]([CH3:24])=[CH:22][CH:23]=2)[CH:12]=[C:13]([N:15]2[CH:26]=[CH:25][N:17]=[N:16]2)[CH:14]=1)=[O:8])[CH3:5]. The yield is 0.500. (2) The reactants are [CH3:1][O:2][C:3]([CH:5](P(OC)(OC)=O)[NH:6][C:7]([O:9][CH2:10][C:11]1[CH:16]=[CH:15][CH:14]=[CH:13][CH:12]=1)=[O:8])=[O:4].CN(C)C(N(C)C)=N.[CH3:31][C:32]1[CH:33]=[C:34]([CH:37]=[C:38]([N+:43]([O-:45])=[O:44])[C:39]=1[N+:40]([O-:42])=[O:41])[CH:35]=O. The catalyst is O1CCCC1. The product is [CH3:1][O:2][C:3](/[C:5](/[NH:6][C:7](=[O:8])[O:9][CH2:10][C:11]1[CH:12]=[CH:13][CH:14]=[CH:15][CH:16]=1)=[CH:35]/[C:34]1[CH:37]=[C:38]([N+:43]([O-:45])=[O:44])[C:39]([N+:40]([O-:42])=[O:41])=[C:32]([CH3:31])[CH:33]=1)=[O:4]. The yield is 0.620. (3) The reactants are [OH-].[Na+].[F:3][C:4]1[C:13]([N:14](S(CCC)(=O)=O)[S:15]([CH2:18][CH2:19][CH3:20])(=[O:17])=[O:16])=[CH:12][CH:11]=[C:10]([F:27])[C:5]=1[C:6]([O:8]C)=[O:7]. The catalyst is C1COCC1.CO. The product is [F:3][C:4]1[C:13]([NH:14][S:15]([CH2:18][CH2:19][CH3:20])(=[O:16])=[O:17])=[CH:12][CH:11]=[C:10]([F:27])[C:5]=1[C:6]([OH:8])=[O:7]. The yield is 0.770. (4) The reactants are [Cl:1][C:2]1[CH:25]=[CH:24][CH:23]=[CH:22][C:3]=1[C:4]([NH:6][C:7]1[CH:12]=[CH:11][C:10]([S:13][C:14]2[N:19]=[C:18]([Cl:20])[CH:17]=[C:16](Cl)[N:15]=2)=[CH:9][CH:8]=1)=[O:5].[CH3:26][C:27]1[CH:28]=[C:29]([NH2:32])[NH:30][N:31]=1.[I-].[Na+].C(N(CC)C(C)C)(C)C. The catalyst is O.CN(C)C=O. The product is [Cl:1][C:2]1[CH:25]=[CH:24][CH:23]=[CH:22][C:3]=1[C:4]([NH:6][C:7]1[CH:12]=[CH:11][C:10]([S:13][C:14]2[N:19]=[C:18]([Cl:20])[CH:17]=[C:16]([NH:32][C:29]3[NH:30][N:31]=[C:27]([CH3:26])[CH:28]=3)[N:15]=2)=[CH:9][CH:8]=1)=[O:5]. The yield is 0.820. (5) The reactants are [NH2:1][C:2]1[CH:18]=[CH:17][C:5]([O:6][CH2:7][CH2:8][NH:9]C(=O)OC(C)(C)C)=[C:4]([C:19]2[N:23]([CH3:24])[N:22]=[CH:21][C:20]=2[Br:25])[CH:3]=1.[Cl:26][C:27]1[CH:35]=[C:34]2[C:30]([CH2:31][CH2:32][NH:33]2)=[CH:29][CH:28]=1.Cl.CN([CH:40]=[O:41])C. No catalyst specified. The product is [NH2:9][CH2:8][CH2:7][O:6][C:5]1[CH:17]=[CH:18][C:2]([NH:1][C:40]([N:33]2[C:34]3[C:30](=[CH:29][CH:28]=[C:27]([Cl:26])[CH:35]=3)[CH2:31][CH2:32]2)=[O:41])=[CH:3][C:4]=1[C:19]1[N:23]([CH3:24])[N:22]=[CH:21][C:20]=1[Br:25]. The yield is 0.201. (6) The reactants are [OH:1][N:2]=[C:3]([Cl:14])[C@H:4]1[CH2:8][O:7][C:6]2([CH2:13][CH2:12][CH2:11][CH2:10][CH2:9]2)[O:5]1.[CH3:15][S:16](Cl)(=[O:18])=[O:17].C(N(C(C)C)C(C)C)C. The catalyst is C1COCC1. The product is [CH3:15][S:16]([O:1][N:2]=[C:3]([Cl:14])[C@H:4]1[CH2:8][O:7][C:6]2([CH2:13][CH2:12][CH2:11][CH2:10][CH2:9]2)[O:5]1)(=[O:18])=[O:17]. The yield is 0.738. (7) The yield is 0.550. The product is [Cl:1][C:2]1[CH:10]=[CH:9][C:8]([N:11]2[CH2:12][CH2:19][CH:15]([N:14]([CH3:17])[CH3:13])[CH2:16]2)=[CH:7][C:3]=1[C:4]([NH2:6])=[O:5]. The reactants are [Cl:1][C:2]1[CH:10]=[CH:9][C:8]([N:11]2[CH2:16][CH2:15][N:14]([CH3:17])[CH2:13][CH2:12]2)=[CH:7][C:3]=1[C:4]([NH2:6])=[O:5].Cl[C:19]1C=CC(F)=CC=1C(N)=O.CN(C)C1CCNC1. No catalyst specified. (8) The reactants are [CH3:1][O:2][C:3]1[CH:12]=[CH:11][CH:10]=[C:9]2[C:4]=1[CH2:5][CH2:6][CH2:7][C:8]2=O.[I-].[CH3:15][P+](C1C=CC=CC=1)(C1C=CC=CC=1)C1C=CC=CC=1.CC(C)([O-])C.[K+]. The catalyst is C1COCC1. The product is [CH3:1][O:2][C:3]1[CH:12]=[CH:11][CH:10]=[C:9]2[C:4]=1[CH2:5][CH2:6][CH2:7][C:8]2=[CH2:15]. The yield is 0.990. (9) The reactants are [NH2:1][C@:2]12[CH2:37][CH2:36][C@@H:35]([C:38]([CH3:40])=[CH2:39])[C@@H:3]1[C@@H:4]1[C@@:17]([CH3:20])([CH2:18][CH2:19]2)[C@@:16]2([CH3:21])[C@@H:7]([C@:8]3([CH3:34])[C@@H:13]([CH2:14][CH2:15]2)[C:12]([CH3:23])([CH3:22])[C:11]([C:24]2[CH:33]=[CH:32][C:27]([C:28]([O:30]C)=[O:29])=[CH:26][CH:25]=2)=[CH:10][CH2:9]3)[CH2:6][CH2:5]1.CN(C)CCC(N[C@]12CC[C@@H](C(C)=C)[C@@H]1[C@@H]1[C@@](C)(CC2)[C@@]2(C)[C@@H]([C@]3(C)[C@@H](CC2)C(C)(C)C(C2C=CC(C(O)=O)=CC=2)=CC3)CC1)=O.[N:87]1([CH2:92][C:93]([OH:95])=O)[CH:91]=[N:90][N:89]=[N:88]1. No catalyst specified. The product is [N:87]1([CH2:92][C:93]([NH:1][C@:2]23[CH2:37][CH2:36][C@@H:35]([C:38]([CH3:40])=[CH2:39])[C@@H:3]2[C@@H:4]2[C@@:17]([CH3:20])([CH2:18][CH2:19]3)[C@@:16]3([CH3:21])[C@@H:7]([C@:8]4([CH3:34])[C@@H:13]([CH2:14][CH2:15]3)[C:12]([CH3:23])([CH3:22])[C:11]([C:24]3[CH:25]=[CH:26][C:27]([C:28]([OH:30])=[O:29])=[CH:32][CH:33]=3)=[CH:10][CH2:9]4)[CH2:6][CH2:5]2)=[O:95])[CH:91]=[N:90][N:89]=[N:88]1. The yield is 0.330. (10) The reactants are [N+:1]([C:4]1[CH:5]=[N:6][C:7]([NH2:10])=[N:8][CH:9]=1)([O-:3])=[O:2].Br[C:12]1[CH:13]=[C:14]([CH2:18][CH2:19][CH2:20][N:21]2[CH2:25][CH2:24][CH2:23][CH2:22]2)[CH:15]=[CH:16][CH:17]=1.C(=O)([O-])[O-].[Cs+].[Cs+].C1(P(C2C=CC=CC=2)C2C3OC4C(=CC=CC=4P(C4C=CC=CC=4)C4C=CC=CC=4)C(C)(C)C=3C=CC=2)C=CC=CC=1. The catalyst is [Pd].[Pd].C(=CC(C=CC1C=CC=CC=1)=O)C1C=CC=CC=1.C(=CC(C=CC1C=CC=CC=1)=O)C1C=CC=CC=1.C(=CC(C=CC1C=CC=CC=1)=O)C1C=CC=CC=1. The product is [N+:1]([C:4]1[CH:5]=[N:6][C:7]([NH:10][C:16]2[CH:17]=[CH:12][CH:13]=[C:14]([CH2:18][CH2:19][CH2:20][N:21]3[CH2:22][CH2:23][CH2:24][CH2:25]3)[CH:15]=2)=[N:8][CH:9]=1)([O-:3])=[O:2]. The yield is 0.610.